This data is from Forward reaction prediction with 1.9M reactions from USPTO patents (1976-2016). The task is: Predict the product of the given reaction. (1) Given the reactants COCN[C:5]([C:7]1[C:16]2[C:11](=[C:12]([Cl:17])[CH:13]=[CH:14][CH:15]=2)[CH:10]=[CH:9][CH:8]=1)=[O:6].[CH2:18]1COC[CH2:19]1.C([Mg]Br)C.Cl, predict the reaction product. The product is: [Cl:17][C:12]1[CH:13]=[CH:14][CH:15]=[C:16]2[C:11]=1[CH:10]=[CH:9][CH:8]=[C:7]2[C:5](=[O:6])[CH2:18][CH3:19]. (2) Given the reactants C(OC([C:6]1[CH:7]=[N:8][N:9]([C:12]2[CH:17]=[CH:16][C:15]([O:18][CH3:19])=[CH:14][CH:13]=2)[C:10]=1[NH2:11])=O)C, predict the reaction product. The product is: [CH3:19][O:18][C:15]1[CH:14]=[CH:13][C:12]([N:9]2[C:10]([NH2:11])=[CH:6][CH:7]=[N:8]2)=[CH:17][CH:16]=1. (3) The product is: [F:16][C:14]1[CH:13]=[CH:12][C:11]([CH3:17])=[C:10]([C:4]2[CH:3]=[CH:2][N:7]=[CH:6][C:5]=2[NH:8][CH3:9])[CH:15]=1. Given the reactants Cl[C:2]1[N:7]=[CH:6][C:5]([NH:8][CH3:9])=[C:4]([C:10]2[CH:15]=[C:14]([F:16])[CH:13]=[CH:12][C:11]=2[CH3:17])[CH:3]=1.CO, predict the reaction product. (4) Given the reactants [C:1](Cl)([C:14]1[CH:19]=[CH:18][CH:17]=[CH:16][CH:15]=1)([C:8]1[CH:13]=[CH:12][CH:11]=[CH:10][CH:9]=1)[C:2]1[CH:7]=[CH:6][CH:5]=[CH:4][CH:3]=1.Cl.[NH:22]1[CH2:27][CH2:26][CH2:25][C:24](=[O:28])[CH2:23]1.C(N(CC)CC)C, predict the reaction product. The product is: [C:1]([N:22]1[CH2:27][CH2:26][CH2:25][C:24](=[O:28])[CH2:23]1)([C:14]1[CH:19]=[CH:18][CH:17]=[CH:16][CH:15]=1)([C:8]1[CH:13]=[CH:12][CH:11]=[CH:10][CH:9]=1)[C:2]1[CH:7]=[CH:6][CH:5]=[CH:4][CH:3]=1. (5) The product is: [C:23]([NH:26][C:27]1[CH:28]=[C:29]([NH:30][C:4]2[N:9]=[C:8]([NH:10][C:11]3([C:14]4[CH:19]=[CH:18][CH:17]=[CH:16][CH:15]=4)[CH2:13][CH2:12]3)[C:7]([C:20]([NH2:22])=[O:21])=[CH:6][N:5]=2)[CH:31]=[CH:32][CH:33]=1)(=[O:25])[CH3:24]. Given the reactants CS([C:4]1[N:9]=[C:8]([NH:10][C:11]2([C:14]3[CH:19]=[CH:18][CH:17]=[CH:16][CH:15]=3)[CH2:13][CH2:12]2)[C:7]([C:20]([NH2:22])=[O:21])=[CH:6][N:5]=1)=O.[C:23]([NH:26][C:27]1[CH:28]=[C:29]([CH:31]=[CH:32][CH:33]=1)[NH2:30])(=[O:25])[CH3:24], predict the reaction product. (6) Given the reactants CON(C)[C:4](=[O:15])[CH:5]([NH:7][C:8]([O:10][C:11]([CH3:14])([CH3:13])[CH3:12])=[O:9])[CH3:6].[H-].[Al+3].[Li+].[H-].[H-].[H-].[Cl-].[NH4+], predict the reaction product. The product is: [C:11]([O:10][C:8]([NH:7][CH:5]([CH3:6])[CH:4]=[O:15])=[O:9])([CH3:14])([CH3:13])[CH3:12]. (7) Given the reactants [NH2:1][C:2]1[CH:7]=[CH:6][CH:5]=[CH:4][CH:3]=1.[CH2:8]([O:10][C:11](=[O:19])[C:12](=[CH:15]OCC)[C:13]#[N:14])[CH3:9], predict the reaction product. The product is: [CH2:8]([O:10][C:11](=[O:19])[C:12](=[CH:15][NH:1][C:2]1[CH:7]=[CH:6][CH:5]=[CH:4][CH:3]=1)[C:13]#[N:14])[CH3:9]. (8) Given the reactants [C:1]1([N:7]2[C:12](=[O:13])[C:11]3[S:14][CH:15]=[C:16]([C:17]4[CH:22]=[CH:21][CH:20]=[CH:19][CH:18]=4)[C:10]=3[N:9]=[CH:8]2)[CH:6]=[CH:5][CH:4]=[CH:3][CH:2]=1.N[C:24]1C(C2C=CC=CC=2)=CS[C:25]=1C(OC)=O.C(OCC)(OCC)OCC.C(C1C=CC(N)=CC=1)C, predict the reaction product. The product is: [CH2:24]([C:4]1[CH:5]=[CH:6][C:1]([N:7]2[C:12](=[O:13])[C:11]3[S:14][CH:15]=[C:16]([C:17]4[CH:18]=[CH:19][CH:20]=[CH:21][CH:22]=4)[C:10]=3[N:9]=[CH:8]2)=[CH:2][CH:3]=1)[CH3:25]. (9) Given the reactants CN(C(ON1N=NC2C=CC=NC1=2)=[N+](C)C)C.F[P-](F)(F)(F)(F)F.[F:25][C:26]1[CH:31]=[CH:30][C:29]([CH:32]2[CH2:36][CH2:35][N:34]([C:37]([C:39]3[N:40]=[C:41]4[C:46]([C:47]([F:50])([F:49])[F:48])=[CH:45][C:44]([C:51]5[CH:55]=[CH:54][O:53][CH:52]=5)=[CH:43][N:42]4[C:56]=3[CH2:57][C:58]([OH:60])=O)=[O:38])[CH2:33]2)=[CH:28][CH:27]=1.[CH3:61][N:62]([CH3:66])[CH2:63][CH2:64][NH2:65], predict the reaction product. The product is: [CH3:61][N:62]([CH3:66])[CH2:63][CH2:64][NH:65][C:58](=[O:60])[CH2:57][C:56]1[N:42]2[CH:43]=[C:44]([C:51]3[CH:55]=[CH:54][O:53][CH:52]=3)[CH:45]=[C:46]([C:47]([F:49])([F:48])[F:50])[C:41]2=[N:40][C:39]=1[C:37]([N:34]1[CH2:35][CH2:36][CH:32]([C:29]2[CH:30]=[CH:31][C:26]([F:25])=[CH:27][CH:28]=2)[CH2:33]1)=[O:38].